Predict which catalyst facilitates the given reaction. From a dataset of Catalyst prediction with 721,799 reactions and 888 catalyst types from USPTO. (1) The catalyst class is: 46. Product: [C:11]([O:15][C:16](=[O:26])[NH:17][C@@H:18]1[CH2:23][CH2:22][CH2:21][CH2:20][C@H:19]1[CH2:24][N:7]1[CH2:8][CH2:9][CH2:10][CH:5]([CH2:2][CH2:3][CH3:4])[CH2:6]1)([CH3:14])([CH3:12])[CH3:13]. Reactant: Cl.[CH2:2]([CH:5]1[CH2:10][CH2:9][CH2:8][NH:7][CH2:6]1)[CH2:3][CH3:4].[C:11]([O:15][C:16](=[O:26])[NH:17][C@@H:18]1[CH2:23][CH2:22][CH2:21][CH2:20][C@H:19]1[CH:24]=O)([CH3:14])([CH3:13])[CH3:12].C(O[BH-](OC(=O)C)OC(=O)C)(=O)C.[Na+].[OH-].[Na+]. (2) Product: [F:8][C:7]1[C:2]([F:1])=[C:3]2[C:4]([CH2:15][CH:16]([CH:17]([CH3:18])[CH3:19])[N:20]=[CH:21]2)=[CH:5][C:6]=1[O:9][CH2:10][CH2:11][CH2:12][O:13][CH3:14]. The catalyst class is: 23. Reactant: [F:1][C:2]1[CH:3]=[C:4]([CH2:15][CH:16]([NH:20][CH:21]=O)[CH:17]([CH3:19])[CH3:18])[CH:5]=[C:6]([O:9][CH2:10][CH2:11][CH2:12][O:13][CH3:14])[C:7]=1[F:8].O=P(Cl)(Cl)Cl. (3) Reactant: [N:1]1([CH:6]([CH2:21][CH2:22][CH2:23][CH2:24][CH3:25])[CH2:7][CH2:8][CH2:9][CH2:10][CH2:11][CH2:12][CH2:13][CH2:14][CH2:15][CH2:16][CH2:17][C:18]([OH:20])=[O:19])[CH:5]=[CH:4][N:3]=[CH:2]1.[Br-:26].O[CH2:28][CH2:29][CH2:30][P+:31]([C:44]1[CH:49]=[CH:48][CH:47]=[CH:46][CH:45]=1)([C:38]1[CH:43]=[CH:42][CH:41]=[CH:40][CH:39]=1)[C:32]1[CH:37]=[CH:36][CH:35]=[CH:34][CH:33]=1.C1CCC(N=C=NC2CCCCC2)CC1. Product: [Br-:26].[N:1]1([CH:6]([CH2:21][CH2:22][CH2:23][CH2:24][CH3:25])[CH2:7][CH2:8][CH2:9][CH2:10][CH2:11][CH2:12][CH2:13][CH2:14][CH2:15][CH2:16][CH2:17][C:18]([O:20][CH2:28][CH2:29][CH2:30][P+:31]([C:44]2[CH:49]=[CH:48][CH:47]=[CH:46][CH:45]=2)([C:32]2[CH:33]=[CH:34][CH:35]=[CH:36][CH:37]=2)[C:38]2[CH:43]=[CH:42][CH:41]=[CH:40][CH:39]=2)=[O:19])[CH:5]=[CH:4][N:3]=[CH:2]1. The catalyst class is: 79. (4) Reactant: [CH3:1][C:2]1[CH:7]=[CH:6][C:5]([CH:8](O)[C:9]([CH3:11])=[CH2:10])=[CH:4][CH:3]=1.[C:13](OCC)([O:18]CC)([O:15][CH2:16][CH3:17])[CH3:14].C(O)(=O)CC. Product: [CH3:10]/[C:9](=[CH:8]\[C:5]1[CH:6]=[CH:7][C:2]([CH3:1])=[CH:3][CH:4]=1)/[CH2:11][CH2:14][C:13]([O:15][CH2:16][CH3:17])=[O:18]. The catalyst class is: 8. (5) Reactant: Br[CH2:2][C:3]1[C:8]([CH3:9])=[CH:7][CH:6]=[CH:5][C:4]=1[N:10]1[C:14](=[O:15])[N:13]([CH3:16])[N:12]=[N:11]1.[C:17]1([CH:24]=[CH:23][CH:22]=[C:20]([OH:21])[CH:19]=1)[OH:18].C(=O)([O-])[O-].[K+].[K+].C(#N)C. Product: [OH:18][C:17]1[CH:19]=[C:20]([CH:22]=[CH:23][CH:24]=1)[O:21][CH2:2][C:3]1[C:8]([CH3:9])=[CH:7][CH:6]=[CH:5][C:4]=1[N:10]1[C:14](=[O:15])[N:13]([CH3:16])[N:12]=[N:11]1.[OH:18][C:17]1[CH:19]=[C:20]([CH:22]=[CH:23][CH:24]=1)[O:21][CH2:2][C:3]1[C:8]([CH3:9])=[CH:7][CH:6]=[CH:5][C:4]=1[N:10]1[C:14](=[O:15])[N:13]([CH3:16])[N:12]=[N:11]1. The catalyst class is: 6.